Regression. Given two drug SMILES strings and cell line genomic features, predict the synergy score measuring deviation from expected non-interaction effect. From a dataset of NCI-60 drug combinations with 297,098 pairs across 59 cell lines. (1) Synergy scores: CSS=39.4, Synergy_ZIP=-4.52, Synergy_Bliss=-1.75, Synergy_Loewe=-5.62, Synergy_HSA=-0.643. Drug 1: CCC1=C2CN3C(=CC4=C(C3=O)COC(=O)C4(CC)O)C2=NC5=C1C=C(C=C5)O. Cell line: MDA-MB-435. Drug 2: C1=NC2=C(N1)C(=S)N=CN2. (2) Drug 1: CC1=C(C=C(C=C1)C(=O)NC2=CC(=CC(=C2)C(F)(F)F)N3C=C(N=C3)C)NC4=NC=CC(=N4)C5=CN=CC=C5. Drug 2: C(CC(=O)O)C(=O)CN.Cl. Cell line: COLO 205. Synergy scores: CSS=13.0, Synergy_ZIP=1.00, Synergy_Bliss=1.05, Synergy_Loewe=4.82, Synergy_HSA=2.38.